Dataset: Forward reaction prediction with 1.9M reactions from USPTO patents (1976-2016). Task: Predict the product of the given reaction. (1) The product is: [O:17]=[C:16]1[C:15]([CH2:18][C:19]2[CH:24]=[CH:23][C:22]([C:25]3[C:26]([C:31]#[N:32])=[CH:27][CH:28]=[CH:29][CH:30]=3)=[CH:21][CH:20]=2)=[C:14]([CH2:33][CH2:34][CH3:35])[N:13]2[N:36]=[CH:37][N:38]=[C:12]2[N:11]1[C@H:8]1[CH2:7][CH2:6][C@H:5]([O:4][CH2:3][CH:2]=[O:1])[CH2:10][CH2:9]1. Given the reactants [OH:1][CH2:2][CH2:3][O:4][C@H:5]1[CH2:10][CH2:9][C@H:8]([N:11]2[C:16](=[O:17])[C:15]([CH2:18][C:19]3[CH:24]=[CH:23][C:22]([C:25]4[C:26]([C:31]#[N:32])=[CH:27][CH:28]=[CH:29][CH:30]=4)=[CH:21][CH:20]=3)=[C:14]([CH2:33][CH2:34][CH3:35])[N:13]3[N:36]=[CH:37][N:38]=[C:12]23)[CH2:7][CH2:6]1.CC(OI1(OC(C)=O)(OC(C)=O)OC(=O)C2C1=CC=CC=2)=O, predict the reaction product. (2) Given the reactants [NH2:1][C:2]1[N:6]([C:7]2[CH:14]=[CH:13][C:10]([C:11]#[N:12])=[CH:9][CH:8]=2)[N:5]=[C:4]([NH:15][C:16]2[CH:21]=[C:20]([O:22][CH3:23])[C:19]([CH3:24])=[C:18]([O:25][CH3:26])[CH:17]=2)[N:3]=1.C1C(=O)N([Br:34])C(=O)C1.C(OOC(=O)C1C=CC=CC=1)(=O)C1C=CC=CC=1, predict the reaction product. The product is: [NH2:1][C:2]1[N:6]([C:7]2[CH:8]=[CH:9][C:10]([C:11]#[N:12])=[CH:13][CH:14]=2)[N:5]=[C:4]([NH:15][C:16]2[CH:21]=[C:20]([O:22][CH3:23])[C:19]([CH3:24])=[C:18]([O:25][CH3:26])[C:17]=2[Br:34])[N:3]=1. (3) Given the reactants [F:1][C:2]([F:16])([F:15])[C:3]1[CH:4]=[C:5]([CH:8]=[C:9]([C:11]([F:14])([F:13])[F:12])[CH:10]=1)[CH:6]=[O:7].[N+:17]([CH2:20][CH3:21])([O-:19])=[O:18].[OH-].[Na+].C(O)(=O)C, predict the reaction product. The product is: [F:1][C:2]([F:15])([F:16])[C:3]1[CH:4]=[C:5]([CH:6]([OH:7])[CH:20]([N+:17]([O-:19])=[O:18])[CH3:21])[CH:8]=[C:9]([C:11]([F:14])([F:12])[F:13])[CH:10]=1. (4) Given the reactants [ClH:1].[F:2][C:3]1[CH:4]=[CH:5][C:6]([CH2:9][O:10][C:11]2[CH:16]=[CH:15][N:14]([C:17]3[CH:18]=[CH:19][C:20]4[C:29]5[CH2:28][CH2:27][N:26](C(OC(C)(C)C)=O)[CH2:25][CH2:24][C:23]=5[N:22]([CH3:37])[C:21]=4[N:38]=3)[C:13](=[O:39])[CH:12]=2)=[N:7][CH:8]=1, predict the reaction product. The product is: [ClH:1].[F:2][C:3]1[CH:4]=[CH:5][C:6]([CH2:9][O:10][C:11]2[CH:16]=[CH:15][N:14]([C:17]3[CH:18]=[CH:19][C:20]4[C:29]5[CH2:28][CH2:27][NH:26][CH2:25][CH2:24][C:23]=5[N:22]([CH3:37])[C:21]=4[N:38]=3)[C:13](=[O:39])[CH:12]=2)=[N:7][CH:8]=1. (5) Given the reactants [CH2:1]([C@H:3]1[C@@H:7]([C:8]2[N:12]3[C:13]4[CH:19]=[CH:18][NH:17][C:14]=4[N:15]=[CH:16][C:11]3=[N:10]N=2)[CH2:6][C@H:5]([CH2:20]C(OCC)=O)[CH2:4]1)[CH3:2].[Cl-].[Li+].[CH3:28][Mg]Br.[NH4+:31].[Cl-].[CH2:33]1[CH2:37][O:36]CC1, predict the reaction product. The product is: [CH2:1]([C@H:3]1[C@@H:7]([C:8]2[N:12]3[C:13]4[CH:19]=[CH:18][NH:17][C:14]=4[N:15]=[CH:16][C:11]3=[N:10][N:31]=2)[CH2:6][C@H:5]([CH2:20][C:37]([CH3:33])([OH:36])[CH3:28])[CH2:4]1)[CH3:2]. (6) Given the reactants [CH2:1]([O:8][C:9]1[CH:14]=[CH:13][N:12]([CH2:15][C:16]([C:18]2[CH:23]=[CH:22][C:21]([CH2:24]Br)=[CH:20][C:19]=2[CH3:26])=[O:17])[C:11](=[O:27])[CH:10]=1)[C:2]1[CH:7]=[CH:6][CH:5]=[CH:4][CH:3]=1.Cl.[OH:29][CH:30]1[CH2:33][NH:32][CH2:31]1, predict the reaction product. The product is: [CH2:1]([O:8][C:9]1[CH:14]=[CH:13][N:12]([CH2:15][C:16]([C:18]2[CH:23]=[CH:22][C:21]([CH2:24][N:32]3[CH2:33][CH:30]([OH:29])[CH2:31]3)=[CH:20][C:19]=2[CH3:26])=[O:17])[C:11](=[O:27])[CH:10]=1)[C:2]1[CH:7]=[CH:6][CH:5]=[CH:4][CH:3]=1.